From a dataset of Full USPTO retrosynthesis dataset with 1.9M reactions from patents (1976-2016). Predict the reactants needed to synthesize the given product. (1) The reactants are: [C:1]([O:5][C:6](=[O:23])[C:7]([NH:10][C:11]([C:13]1[CH:21]=[CH:20][C:16]2[S:17][CH:18]=[CH:19][C:15]=2[C:14]=1[OH:22])=[O:12])([CH3:9])[CH3:8])([CH3:4])([CH3:3])[CH3:2].C(=O)([O-])[O-].[Cs+].[Cs+].Br[CH2:31][CH2:32][O:33][C:34]1[CH:39]=[CH:38][CH:37]=[CH:36][CH:35]=1.[I-].[K+]. Given the product [C:1]([O:5][C:6](=[O:23])[C:7]([CH3:9])([NH:10][C:11]([C:13]1[CH:21]=[CH:20][C:16]2[S:17][CH:18]=[CH:19][C:15]=2[C:14]=1[O:22][CH2:31][CH2:32][O:33][C:34]1[CH:39]=[CH:38][CH:37]=[CH:36][CH:35]=1)=[O:12])[CH3:8])([CH3:2])([CH3:3])[CH3:4], predict the reactants needed to synthesize it. (2) Given the product [CH3:1][C:2]1[N:3]=[C:4]([C:8]#[C:9][CH:10]=[C:11]2[CH2:12][CH2:13][N:14]([C:28]3[N:35]=[CH:34][C:33]([C:36]4[CH:41]=[CH:40][CH:39]=[CH:38][CH:37]=4)=[CH:32][C:29]=3[C:30]#[N:31])[CH2:15][CH2:16]2)[CH:5]=[CH:6][CH:7]=1, predict the reactants needed to synthesize it. The reactants are: [CH3:1][C:2]1[CH:7]=[CH:6][CH:5]=[C:4]([C:8]#[C:9][CH:10]=[C:11]2[CH2:16][CH2:15][N:14](C3C=NC=C(C(F)(F)F)C=3)[CH2:13][CH2:12]2)[N:3]=1.Cl[C:28]1[N:35]=[CH:34][C:33]([C:36]2[CH:41]=[CH:40][CH:39]=[CH:38][CH:37]=2)=[CH:32][C:29]=1[C:30]#[N:31]. (3) Given the product [S:1]1[CH:5]=[CH:4][C:3]2[C:6]([N:10]3[CH2:11][CH2:12][N:13]([CH2:16][CH2:17][CH2:18][CH2:19][O:20][C:21]4[CH:30]=[C:29]5[C:24]([CH2:25][CH2:26][C:27](=[O:31])[N:28]5[C:44]([CH:38]5[CH2:43][CH2:42][CH2:41][CH2:40][CH2:39]5)=[O:45])=[CH:23][CH:22]=4)[CH2:14][CH2:15]3)=[CH:7][CH:8]=[CH:9][C:2]1=2, predict the reactants needed to synthesize it. The reactants are: [S:1]1[CH:5]=[CH:4][C:3]2[C:6]([N:10]3[CH2:15][CH2:14][N:13]([CH2:16][CH2:17][CH2:18][CH2:19][O:20][C:21]4[CH:30]=[C:29]5[C:24]([CH2:25][CH2:26][C:27](=[O:31])[NH:28]5)=[CH:23][CH:22]=4)[CH2:12][CH2:11]3)=[CH:7][CH:8]=[CH:9][C:2]1=2.N1C=CC=CC=1.[CH:38]1([C:44](Cl)=[O:45])[CH2:43][CH2:42][CH2:41][CH2:40][CH2:39]1.O. (4) Given the product [CH2:1]([N:8]1[CH2:13][CH2:12][C:11]2([CH2:18][CH2:17][N:16]([CH:19]3[CH2:22][CH2:21][CH2:20]3)[CH2:15][CH2:14]2)[CH2:10][CH2:9]1)[C:2]1[CH:3]=[CH:4][CH:5]=[CH:6][CH:7]=1, predict the reactants needed to synthesize it. The reactants are: [CH2:1]([N:8]1[CH2:13][CH2:12][C:11]2([CH2:18][CH2:17][NH:16][CH2:15][CH2:14]2)[CH2:10][CH2:9]1)[C:2]1[CH:7]=[CH:6][CH:5]=[CH:4][CH:3]=1.[C:19]1(=O)[CH2:22][CH2:21][CH2:20]1.C(O[BH-](OC(=O)C)OC(=O)C)(=O)C.[Na+].C(=O)([O-])[O-].[Na+].[Na+]. (5) Given the product [NH2:1][C:2]1[C:11]2[C:6](=[C:7]([C:21]3[C:22]([O:26][CH3:27])=[CH:23][CH:24]=[CH:25][C:20]=3[F:19])[CH:8]=[CH:9][CH:10]=2)[N:5]=[N:4][C:3]=1[C:13]([NH:15][CH2:16][CH2:17][CH3:18])=[O:14], predict the reactants needed to synthesize it. The reactants are: [NH2:1][C:2]1[C:11]2[C:6](=[C:7](Br)[CH:8]=[CH:9][CH:10]=2)[N:5]=[N:4][C:3]=1[C:13]([NH:15][CH2:16][CH2:17][CH3:18])=[O:14].[F:19][C:20]1[CH:25]=[CH:24][CH:23]=[C:22]([O:26][CH3:27])[C:21]=1B(O)O. (6) Given the product [CH3:28][O:29][C:30](=[O:31])[CH2:32][C:33]1[CH:38]=[CH:37][CH:36]=[C:35]([CH2:24][C:21]2[CH:22]=[CH:23][C:18]([C:17]3[O:16][N:15]=[C:14]([CH3:26])[C:13]=3[NH:12][C:11]([O:10][CH:8]([C:3]3[CH:4]=[CH:5][CH:6]=[CH:7][C:2]=3[Cl:1])[CH3:9])=[O:27])=[CH:19][CH:20]=2)[CH:34]=1, predict the reactants needed to synthesize it. The reactants are: [Cl:1][C:2]1[CH:7]=[CH:6][CH:5]=[CH:4][C:3]=1[CH:8]([O:10][C:11](=[O:27])[NH:12][C:13]1[C:14]([CH3:26])=[N:15][O:16][C:17]=1[C:18]1[CH:23]=[CH:22][C:21]([CH2:24]Cl)=[CH:20][CH:19]=1)[CH3:9].[CH3:28][O:29][C:30]([CH2:32][C:33]1[CH:34]=[C:35](B(O)O)[CH:36]=[CH:37][CH:38]=1)=[O:31].